This data is from Catalyst prediction with 721,799 reactions and 888 catalyst types from USPTO. The task is: Predict which catalyst facilitates the given reaction. (1) Product: [O:37]=[C:9]1[C:10]2[C:15](=[CH:14][CH:13]=[C:12]([C:17]3[CH:18]=[CH:19][C:20]([NH:23][C:24]([NH:26][C:27]4[CH:32]=[CH:31][CH:30]=[C:29]([C:33]([F:34])([F:36])[F:35])[CH:28]=4)=[O:25])=[CH:21][CH:22]=3)[CH:11]=2)[CH2:16][N:8]1[C@@H:4]([C:5]1[CH:7]=[CH:48][CH:40]=[CH:41][CH:6]=1)[C:3]([O:2][CH3:1])=[O:38]. The catalyst class is: 462. Reactant: [CH3:1][O:2][C:3](=[O:38])[C@H:4]([N:8]1[CH2:16][C:15]2[C:10](=[CH:11][C:12]([C:17]3[CH:22]=[CH:21][C:20]([NH:23][C:24]([NH:26][C:27]4[CH:32]=[CH:31][CH:30]=[C:29]([C:33]([F:36])([F:35])[F:34])[CH:28]=4)=[O:25])=[CH:19][CH:18]=3)=[CH:13][CH:14]=2)[C:9]1=[O:37])[CH:5]([CH3:7])[CH3:6].Br[C:40]1[CH:48]=C2C(CN([C@@H](C3C=CC=CC=3)C(OC)=O)C2=O)=C[CH:41]=1.CC1(C)C(C)(C)OB(C2C=CC(NC(NC3C=CC=C(C(F)(F)F)C=3)=O)=CC=2)O1. (2) Reactant: [NH2:1][C:2]1[C:3]2[N:4]([C:14]([CH3:18])=[C:15]([CH3:17])[N:16]=2)[CH:5]=[C:6]([C:8]([O:10][CH:11]([CH3:13])[CH3:12])=[O:9])[CH:7]=1.[I-].[Na+].C(=O)([O-])[O-].[K+].[K+].Cl[CH:28]1[C:37]2[C:32](=[CH:33][CH:34]=[CH:35][CH:36]=2)[CH2:31][O:30][CH2:29]1. Product: [CH2:31]1[C:32]2[C:37](=[CH:36][CH:35]=[CH:34][CH:33]=2)[CH:28]([NH:1][C:2]2[C:3]3[N:4]([C:14]([CH3:18])=[C:15]([CH3:17])[N:16]=3)[CH:5]=[C:6]([C:8]([O:10][CH:11]([CH3:13])[CH3:12])=[O:9])[CH:7]=2)[CH2:29][O:30]1. The catalyst class is: 41.